Dataset: Full USPTO retrosynthesis dataset with 1.9M reactions from patents (1976-2016). Task: Predict the reactants needed to synthesize the given product. (1) Given the product [CH3:21][N:19]1[CH:20]=[C:16]([NH:15][C:12]2[N:13]=[CH:14][C:9]3[CH:8]=[CH:7][N:6]([CH2:5][C:4]4[CH:3]=[C:2]([NH:1][C:34](=[O:37])[CH:35]=[CH2:36])[CH:24]=[CH:23][CH:22]=4)[C:10]=3[N:11]=2)[CH:17]=[N:18]1, predict the reactants needed to synthesize it. The reactants are: [NH2:1][C:2]1[CH:3]=[C:4]([CH:22]=[CH:23][CH:24]=1)[CH2:5][N:6]1[C:10]2[N:11]=[C:12]([NH:15][C:16]3[CH:17]=[N:18][N:19]([CH3:21])[CH:20]=3)[N:13]=[CH:14][C:9]=2[CH:8]=[CH:7]1.CCN(C(C)C)C(C)C.[C:34](Cl)(=[O:37])[CH:35]=[CH2:36]. (2) Given the product [Cl:28][C:29]1[CH:34]=[CH:33][C:32]([O:35][C:2]2[C:3]([CH:5]=[C:6]([NH:10][C:11]3[C:20]4[C:15](=[CH:16][C:17]([O:23][CH3:24])=[C:18]([O:21][CH3:22])[CH:19]=4)[N:14]=[CH:13][N:12]=3)[C:7](=[O:9])[CH:8]=2)=[O:4])=[CH:31][CH:30]=1, predict the reactants needed to synthesize it. The reactants are: Cl[C:2]1[C:3]([CH:5]=[C:6]([NH:10][C:11]2[C:20]3[C:15](=[CH:16][C:17]([O:23][CH2:24]COC)=[C:18]([O:21][CH3:22])[CH:19]=3)[N:14]=[CH:13][N:12]=2)[C:7](=[O:9])[CH:8]=1)=[O:4].[Cl:28][C:29]1[CH:34]=[CH:33][C:32]([OH:35])=[CH:31][CH:30]=1.